Task: Predict which catalyst facilitates the given reaction.. Dataset: Catalyst prediction with 721,799 reactions and 888 catalyst types from USPTO (1) Reactant: [C:1]([C:5]1[C:6](=[O:15])[NH:7][C:8]2[C:13]([CH:14]=1)=[CH:12][CH:11]=[CH:10][CH:9]=2)([CH3:4])([CH3:3])[CH3:2].Br[CH2:17][C:18](=[O:23])[C:19]([CH3:22])([CH3:21])[CH3:20].[C:24](=O)([O-])[O-:25].[Cs+].[Cs+]. Product: [C:1]([C:5]1[C:6](=[O:15])[N:7]([CH2:17][C:18](=[O:23])[C:19]([CH3:22])([CH3:21])[CH3:20])[C:8]2[C:13]([CH:14]=1)=[CH:12][CH:11]=[C:10]([O:25][CH3:24])[CH:9]=2)([CH3:4])([CH3:2])[CH3:3]. The catalyst class is: 3. (2) Reactant: [CH3:1][S:2]([C:5]1[CH:13]=[CH:12][C:8]([C:9]([OH:11])=O)=[CH:7][CH:6]=1)(=[O:4])=[O:3].C(Cl)(=O)C(Cl)=O.[NH2:20][C:21]1[C:22]([N:28]2[CH2:33][CH2:32][N:31]([C:34](=[O:43])[CH2:35][N:36]3[C:40]([CH3:41])=[CH:39][C:38]([CH3:42])=[N:37]3)[CH2:30][CH2:29]2)=[N:23][CH:24]=[C:25]([Cl:27])[CH:26]=1.C(N(CC)C(C)C)(C)C. Product: [Cl:27][C:25]1[CH:26]=[C:21]([NH:20][C:9](=[O:11])[C:8]2[CH:7]=[CH:6][C:5]([S:2]([CH3:1])(=[O:3])=[O:4])=[CH:13][CH:12]=2)[C:22]([N:28]2[CH2:33][CH2:32][N:31]([C:34](=[O:43])[CH2:35][N:36]3[C:40]([CH3:41])=[CH:39][C:38]([CH3:42])=[N:37]3)[CH2:30][CH2:29]2)=[N:23][CH:24]=1. The catalyst class is: 306. (3) Reactant: Br[C:2]1[CH:3]=[CH:4][C:5]([Cl:19])=[C:6]([CH2:8][C:9]2[CH:14]=[CH:13][C:12]([O:15][CH3:16])=[C:11]([F:17])[C:10]=2[F:18])[CH:7]=1.[Li][CH2:21]CCC.CCCCCC.C[Si](C)(C)[O:33][C@@H:34]1[C@@H:39]([O:40][Si](C)(C)C)[C@H:38]([O:45][Si](C)(C)C)[C@@H:37]([CH2:50][O:51][Si](C)(C)C)[O:36][C:35]1=[O:56]. Product: [Cl:19][C:5]1[CH:4]=[CH:3][C:2]([C@@:35]2([O:56][CH3:21])[C@H:34]([OH:33])[C@@H:39]([OH:40])[C@H:38]([OH:45])[C@@H:37]([CH2:50][OH:51])[O:36]2)=[CH:7][C:6]=1[CH2:8][C:9]1[CH:14]=[CH:13][C:12]([O:15][CH3:16])=[C:11]([F:17])[C:10]=1[F:18]. The catalyst class is: 247. (4) Reactant: [CH3:1][C:2]([CH3:12])=[CH:3][C:4](=O)[CH2:5][C:6]([O:8]CC)=[O:7].[N:13]([C:16]1[CH:26]=[CH:25][C:19]([C:20]([NH:22][CH2:23][CH3:24])=[O:21])=[CH:18][CH:17]=1)=[N+:14]=[N-:15].[O-]CC.[Na+]. Product: [CH2:23]([NH:22][C:20]([C:19]1[CH:25]=[CH:26][C:16]([N:13]2[C:4]([CH:3]=[C:2]([CH3:1])[CH3:12])=[C:5]([C:6]([OH:8])=[O:7])[N:15]=[N:14]2)=[CH:17][CH:18]=1)=[O:21])[CH3:24]. The catalyst class is: 8. (5) Reactant: [Cl:1][C:2]1[CH:3]=[C:4]2[C:9](=[CH:10][CH:11]=1)[CH:8]=[C:7]([S:12]([NH:15][C@H:16]1[CH2:20][CH2:19][N:18]([C@@H:21]([CH3:25])[C:22]([OH:24])=O)[C:17]1=[O:26])(=[O:14])=[O:13])[CH:6]=[CH:5]2.Cl.CN(C)CCCN=C=NCC.C1C=CC2N(O)N=NC=2C=1.[NH:49]1[CH2:54][CH2:53][O:52][CH2:51][CH2:50]1. The catalyst class is: 347. Product: [Cl:1][C:2]1[CH:3]=[C:4]2[C:9](=[CH:10][CH:11]=1)[CH:8]=[C:7]([S:12]([NH:15][C@H:16]1[CH2:20][CH2:19][N:18]([C@@H:21]([CH3:25])[C:22]([N:49]3[CH2:54][CH2:53][O:52][CH2:51][CH2:50]3)=[O:24])[C:17]1=[O:26])(=[O:13])=[O:14])[CH:6]=[CH:5]2. (6) Product: [CH2:14]([O:13][C:11]([CH:10]([NH:16][CH:17]1[CH2:23][CH2:22][C:21]2[CH:24]=[CH:25][CH:26]=[CH:27][C:20]=2[N:19]([CH2:28][C:29]([O:31][C:32]([CH3:34])([CH3:33])[CH3:35])=[O:30])[C:18]1=[O:36])[CH2:9][CH:1]([OH:8])[C:2]1[CH:7]=[CH:6][CH:5]=[CH:4][CH:3]=1)=[O:12])[CH3:15]. Reactant: [C:1]([CH:9]=[CH:10][C:11]([O:13][CH2:14][CH3:15])=[O:12])(=[O:8])[C:2]1[CH:7]=[CH:6][CH:5]=[CH:4][CH:3]=1.[NH2:16][C@H:17]1[CH2:23][CH2:22][C:21]2[CH:24]=[CH:25][CH:26]=[CH:27][C:20]=2[N:19]([CH2:28][C:29]([O:31][C:32]([CH3:35])([CH3:34])[CH3:33])=[O:30])[C:18]1=[O:36]. The catalyst class is: 787. (7) Reactant: [N+:1]([C:4]1[CH:5]=[N:6][C:7]([NH:10][CH2:11][CH2:12][C@H:13]2[CH2:15][C@@H:14]2[CH:16]2[CH2:21][CH2:20][N:19]([C:22]([O:24][C:25]([CH3:28])([CH3:27])[CH3:26])=[O:23])[CH2:18][CH2:17]2)=[N:8][CH:9]=1)([O-])=O. Product: [NH2:1][C:4]1[CH:9]=[N:8][C:7]([NH:10][CH2:11][CH2:12][C@H:13]2[CH2:15][C@@H:14]2[CH:16]2[CH2:21][CH2:20][N:19]([C:22]([O:24][C:25]([CH3:28])([CH3:27])[CH3:26])=[O:23])[CH2:18][CH2:17]2)=[N:6][CH:5]=1. The catalyst class is: 43.